From a dataset of Reaction yield outcomes from USPTO patents with 853,638 reactions. Predict the reaction yield, written as a fraction of the theoretical maximum amount of product (1.0 means a 100% yield; for example, 0.34 means a 34% yield). (1) The reactants are [C:1]([CH:9]1[CH2:14][CH2:13][NH:12][CH2:11][CH2:10]1)(=[O:8])[C:2]1[CH:7]=[CH:6][CH:5]=[CH:4][CH:3]=1.C(=O)C.[OH-].[Na+].[Na+].[Cl-]. The catalyst is ClCCl. The product is [C:2]1([CH:1]([CH:9]2[CH2:14][CH2:13][NH:12][CH2:11][CH2:10]2)[OH:8])[CH:3]=[CH:4][CH:5]=[CH:6][CH:7]=1. The yield is 0.850. (2) The reactants are [OH:1][CH:2]1[CH2:5][N:4]([C:6]([C:8]2[O:9][C:10]([C:13]3[CH:18]=[CH:17][CH:16]=[CH:15][CH:14]=3)=[N:11][N:12]=2)=[O:7])[CH2:3]1.[CH3:19][C:20]1[CH:25]=[CH:24][C:23]([S:26](Cl)(=[O:28])=[O:27])=[CH:22][CH:21]=1. No catalyst specified. The product is [CH3:19][C:20]1[CH:25]=[CH:24][C:23]([S:26]([O:1][CH:2]2[CH2:5][N:4]([C:6]([C:8]3[O:9][C:10]([C:13]4[CH:14]=[CH:15][CH:16]=[CH:17][CH:18]=4)=[N:11][N:12]=3)=[O:7])[CH2:3]2)(=[O:28])=[O:27])=[CH:22][CH:21]=1. The yield is 0.900. (3) The yield is 0.800. The catalyst is O1CCCC1.CO.O. The reactants are [CH2:1]([C:3]1[N:7]([C:8]2[C:16]3[O:15][CH2:14][C@@H:13]([N:17](C(=O)C(F)(F)F)[C:18]4[CH:31]=[CH:30][C:21]5[C@H:22]([CH2:25][C:26]([O:28]C)=[O:27])[CH2:23][O:24][C:20]=5[CH:19]=4)[C:12]=3[CH:11]=[CH:10][CH:9]=2)[C:6]2[C:38]([F:43])=[C:39]([F:42])[CH:40]=[CH:41][C:5]=2[N:4]=1)[CH3:2].[OH-].[Na+].Cl. The product is [CH2:1]([C:3]1[N:7]([C:8]2[C:16]3[O:15][CH2:14][C@@H:13]([NH:17][C:18]4[CH:31]=[CH:30][C:21]5[C@H:22]([CH2:25][C:26]([OH:28])=[O:27])[CH2:23][O:24][C:20]=5[CH:19]=4)[C:12]=3[CH:11]=[CH:10][CH:9]=2)[C:6]2[C:38]([F:43])=[C:39]([F:42])[CH:40]=[CH:41][C:5]=2[N:4]=1)[CH3:2]. (4) The reactants are [Cl:1][C:2]1[CH:27]=[CH:26][CH:25]=[CH:24][C:3]=1[C:4]([NH:6][C:7](=[O:23])[NH:8][C:9]1[S:10][C:11]2[CH:17]=[C:16]([S:18]([CH:21]=[CH2:22])(=[O:20])=[O:19])[CH:15]=[CH:14][C:12]=2[N:13]=1)=[O:5].[CH3:28][NH2:29]. The catalyst is C1COCC1. The product is [Cl:1][C:2]1[CH:27]=[CH:26][CH:25]=[CH:24][C:3]=1[C:4]([NH:6][C:7](=[O:23])[NH:8][C:9]1[S:10][C:11]2[CH:17]=[C:16]([S:18]([CH2:21][CH2:22][NH:29][CH3:28])(=[O:20])=[O:19])[CH:15]=[CH:14][C:12]=2[N:13]=1)=[O:5]. The yield is 0.550.